Dataset: Forward reaction prediction with 1.9M reactions from USPTO patents (1976-2016). Task: Predict the product of the given reaction. (1) Given the reactants [NH:1]1[C:5]2[CH:6]=[CH:7][CH:8]=[CH:9][C:4]=2[N:3]=[C:2]1[C:10]1[CH:11]=[C:12]([NH:17][C:18]([C:20]2[CH:25]=[CH:24][C:23]([C:26]3[CH:31]=[CH:30][C:29]([N+:32]([O-])=O)=[CH:28][CH:27]=3)=[CH:22][C:21]=2[CH3:35])=[O:19])[CH:13]=[CH:14][C:15]=1[Cl:16].[NH4+].[Cl-].C([O-])([O-])=O.[Na+].[Na+], predict the reaction product. The product is: [NH:1]1[C:5]2[CH:6]=[CH:7][CH:8]=[CH:9][C:4]=2[N:3]=[C:2]1[C:10]1[CH:11]=[C:12]([NH:17][C:18]([C:20]2[CH:25]=[CH:24][C:23]([C:26]3[CH:31]=[CH:30][C:29]([NH2:32])=[CH:28][CH:27]=3)=[CH:22][C:21]=2[CH3:35])=[O:19])[CH:13]=[CH:14][C:15]=1[Cl:16]. (2) The product is: [Br:1][C:2]1[CH:3]=[C:4]([CH2:9][C:11]#[N:12])[CH:5]=[C:6]([Cl:8])[CH:7]=1. Given the reactants [Br:1][C:2]1[CH:7]=[C:6]([Cl:8])[CH:5]=[C:4]([CH2:9]Br)[CH:3]=1.[C-:11]#[N:12].[Na+], predict the reaction product.